This data is from Full USPTO retrosynthesis dataset with 1.9M reactions from patents (1976-2016). The task is: Predict the reactants needed to synthesize the given product. (1) Given the product [CH3:1][C@@H:2]1[CH2:6][CH2:5][CH2:4][N:3]1[CH2:7][CH2:8][C:9]1[CH:14]=[CH:13][C:12]([C:15]2[CH:16]=[CH:17][C:18]([CH2:21][CH2:22][C:23]([NH:27][CH2:28][C:29]([O:31][CH3:32])=[O:30])=[O:24])=[CH:19][CH:20]=2)=[CH:11][CH:10]=1, predict the reactants needed to synthesize it. The reactants are: [CH3:1][C@@H:2]1[CH2:6][CH2:5][CH2:4][N:3]1[CH2:7][CH2:8][C:9]1[CH:14]=[CH:13][C:12]([C:15]2[CH:20]=[CH:19][C:18]([CH2:21][CH2:22][C:23](O)=[O:24])=[CH:17][CH:16]=2)=[CH:11][CH:10]=1.Cl.[NH2:27][CH2:28][C:29]([O:31][CH3:32])=[O:30].CN(C(ON1N=NC2C=CC=NC1=2)=[N+](C)C)C.F[P-](F)(F)(F)(F)F.Cl. (2) Given the product [Br:6][C:7]1[CH:12]=[CH:11][CH:10]=[C:9]([Br:13])[C:8]=1[C:14]1[CH:19]=[CH:18][CH:17]=[CH:16][C:15]=1[Br:21], predict the reactants needed to synthesize it. The reactants are: C([Li])CCC.[Br:6][C:7]1[CH:12]=[CH:11][CH:10]=[C:9]([Br:13])[C:8]=1[C:14]1[C:19](Br)=[CH:18][CH:17]=[CH:16][C:15]=1[Br:21].CO.O. (3) Given the product [Br:12][CH2:9][C:8]([C:5]1[CH:6]=[CH:7][C:2]([Br:1])=[CH:3][C:4]=1[Cl:11])=[O:10], predict the reactants needed to synthesize it. The reactants are: [Br:1][C:2]1[CH:7]=[CH:6][C:5]([C:8](=[O:10])[CH3:9])=[C:4]([Cl:11])[CH:3]=1.[Br:12]Br. (4) Given the product [CH2:33]([O:35][CH:36]1[CH2:43][CH:42]2[CH:38]([CH2:39][CH:6]([NH:7][CH2:8][C:9]([N:11]3[CH2:15][CH2:14][CH2:13][CH:12]3[C:16]#[N:17])=[O:10])[CH2:41]2)[CH2:37]1)[CH3:34], predict the reactants needed to synthesize it. The reactants are: C(O[C:6](=O)[NH:7][CH2:8][C:9]([N:11]1[CH2:15][CH2:14][CH2:13][CH:12]1[C:16]#[N:17])=[O:10])(C)(C)C.FC(F)(F)C(O)=O.C(N(CC)CC)C.[CH2:33]([O:35][CH:36]1[CH2:43][CH:42]2[CH:38]([CH2:39]C(=O)[CH2:41]2)[CH2:37]1)[CH3:34].C(O[BH-](OC(=O)C)OC(=O)C)(=O)C.[Na+].